Dataset: Catalyst prediction with 721,799 reactions and 888 catalyst types from USPTO. Task: Predict which catalyst facilitates the given reaction. (1) Reactant: [Br:1][C:2]1[CH:3]=[C:4]([CH:8]=[CH:9][C:10]=1[O:11][CH3:12])C(O)=O.CN([C:16]([O:20]N1N=NC2C=CC=NC1=2)=[N+](C)C)C.F[P-](F)(F)(F)(F)F.Cl.[NH2:38][C:39]1[CH:44]=[CH:43][CH:42]=[CH:41][C:40]=1[CH2:45][C:46]([O:48][CH3:49])=[O:47]. Product: [Br:1][C:2]1[C:10]([O:11][CH3:12])=[C:9]([CH:8]=[CH:4][CH:3]=1)[C:16]([NH:38][C:39]1[CH:44]=[CH:43][CH:42]=[CH:41][C:40]=1[CH2:45][C:46]([O:48][CH3:49])=[O:47])=[O:20]. The catalyst class is: 18. (2) Reactant: [Cl:1][C:2]1[N:10]=[CH:9][CH:8]=[CH:7][C:3]=1[C:4]([OH:6])=O.[CH2:11]([NH:18][CH2:19][CH2:20][O:21][Si:22]([C:25]([CH3:28])([CH3:27])[CH3:26])([CH3:24])[CH3:23])[C:12]1[CH:17]=[CH:16][CH:15]=[CH:14][CH:13]=1.C1C=CC2N(O)N=NC=2C=1.O.CCN=C=NCCCN(C)C.Cl. Product: [CH2:11]([N:18]([CH2:19][CH2:20][O:21][Si:22]([C:25]([CH3:28])([CH3:27])[CH3:26])([CH3:23])[CH3:24])[C:4](=[O:6])[C:3]1[CH:7]=[CH:8][CH:9]=[N:10][C:2]=1[Cl:1])[C:12]1[CH:17]=[CH:16][CH:15]=[CH:14][CH:13]=1. The catalyst class is: 18. (3) The catalyst class is: 6. Reactant: O1CCCC1.C(OC([N:13]([CH2:46][C:47]([O:49]C(C)(C)C)=[O:48])[C:14]1[CH:19]=[CH:18][CH:17]=[C:16]([CH:20]([CH2:31][C:32]2[CH:37]=[CH:36][C:35]([C:38]([CH3:45])([CH3:44])[CH2:39][C:40]([CH3:43])([CH3:42])[CH3:41])=[CH:34][CH:33]=2)[NH:21][S:22]([C:25]2[CH:30]=[CH:29][CH:28]=[CH:27][N:26]=2)(=[O:24])=[O:23])[N:15]=1)=O)(C)(C)C.Cl.[OH-].[Na+]. Product: [CH3:45][C:38]([C:35]1[CH:34]=[CH:33][C:32]([CH2:31][CH:20]([NH:21][S:22]([C:25]2[CH:30]=[CH:29][CH:28]=[CH:27][N:26]=2)(=[O:24])=[O:23])[C:16]2[N:15]=[C:14]([NH:13][CH2:46][C:47]([OH:49])=[O:48])[CH:19]=[CH:18][CH:17]=2)=[CH:37][CH:36]=1)([CH3:44])[CH2:39][C:40]([CH3:41])([CH3:42])[CH3:43]. (4) Reactant: F[C:2]1[CH:7]=[C:6]([C:8]([F:11])([F:10])[F:9])[CH:5]=[CH:4][N:3]=1.C([O-])([O-])=O.[Cs+].[Cs+].[C:18]([O:26][CH2:27][CH3:28])(=[O:25])[CH2:19][C:20]([O:22][CH2:23][CH3:24])=[O:21]. Product: [F:9][C:8]([F:11])([F:10])[C:6]1[CH:5]=[CH:4][N:3]=[C:2]([CH:19]([C:20]([O:22][CH2:23][CH3:24])=[O:21])[C:18]([O:26][CH2:27][CH3:28])=[O:25])[CH:7]=1. The catalyst class is: 16. (5) Reactant: [OH:1][CH2:2][CH2:3][CH2:4][N:5]1[C:9]2=[N:10][CH:11]=[CH:12][C:13]([CH2:14][CH2:15][C:16]3[CH:21]=[CH:20][C:19]([O:22]C(=O)C(C)(C)C)=[CH:18][CH:17]=3)=[C:8]2[C:7]([O:29][C@@H:30]2[O:56][C@H:55]([CH2:57][O:58]C(=O)C(C)(C)C)[C@@H:47]([O:48]C(=O)C(C)(C)C)[C@H:39]([O:40]C(=O)C(C)(C)C)[C@H:31]2[O:32]C(=O)C(C)(C)C)=[N:6]1.C[O-].[Na+]. Product: [C@@H:30]1([O:29][C:7]2[C:8]3[C:9](=[N:10][CH:11]=[CH:12][C:13]=3[CH2:14][CH2:15][C:16]3[CH:17]=[CH:18][C:19]([OH:22])=[CH:20][CH:21]=3)[N:5]([CH2:4][CH2:3][CH2:2][OH:1])[N:6]=2)[O:56][C@H:55]([CH2:57][OH:58])[C@@H:47]([OH:48])[C@H:39]([OH:40])[C@H:31]1[OH:32]. The catalyst class is: 5. (6) Reactant: [C:1]([N:8]1[CH2:13][CH2:12][CH:11]([CH:14]([CH3:18])C(O)=O)[CH2:10][CH2:9]1)([O:3][C:4]([CH3:7])([CH3:6])[CH3:5])=[O:2].CN([C:22]([O:26]N1N=NC2C=CC=CC1=2)=[N+](C)C)C.F[P-](F)(F)(F)(F)F.C(N(CC)C(C)C)(C)C.FC(F)(F)C(O)=O.[NH2:59][C:60]1[S:61][C:62]2[CH:68]=[C:67]([O:69][S:70]([C:73]3[CH:78]=[CH:77][C:76]([NH:79][CH2:80][C:81]([OH:84])([CH3:83])[CH3:82])=[CH:75][CH:74]=3)(=[O:72])=[O:71])[CH:66]=[CH:65][C:63]=2[N:64]=1. Product: [C:4]([O:3][C:1]([N:8]1[CH2:9][CH2:10][CH:11]([CH2:14][CH2:18][C:22](=[O:26])[NH:59][C:60]2[S:61][C:62]3[CH:68]=[C:67]([O:69][S:70]([C:73]4[CH:74]=[CH:75][C:76]([NH:79][CH2:80][C:81]([OH:84])([CH3:82])[CH3:83])=[CH:77][CH:78]=4)(=[O:71])=[O:72])[CH:66]=[CH:65][C:63]=3[N:64]=2)[CH2:12][CH2:13]1)=[O:2])([CH3:5])([CH3:6])[CH3:7]. The catalyst class is: 35. (7) Reactant: C(=O)([O-])[O-:2].[K+].[K+].[CH3:7][O:8][CH:9]([O:12][CH3:13])[CH:10]=O.[CH2:14]([O:16][CH2:17][CH3:18])[CH3:15]. Product: [CH2:14]([O:16][C:17](=[O:2])[CH:18]=[CH:10][CH:9]([O:8][CH3:7])[O:12][CH3:13])[CH3:15]. The catalyst class is: 30.